Dataset: Catalyst prediction with 721,799 reactions and 888 catalyst types from USPTO. Task: Predict which catalyst facilitates the given reaction. (1) Reactant: [N:1]1[CH:6]=[CH:5][CH:4]=[CH:3][C:2]=1[CH:7]([OH:14])C1C=CC=CC=1.[H-].[Na+].Cl[C:18]1[CH:23]=[CH:22][N+:21]([O-:24])=[CH:20][CH:19]=1. Product: [CH3:7][OH:14].[NH3:1].[N:1]1[CH:6]=[CH:5][CH:4]=[CH:3][C:2]=1[CH2:7][O:14][C:18]1[CH:23]=[CH:22][N+:21]([O-:24])=[CH:20][CH:19]=1. The catalyst class is: 12. (2) Reactant: C(=O)(O)[O-].[Na+].Cl.[NH2:7][CH2:8][CH2:9][SH:10].[C:11]([O:15][C:16](=[O:26])[NH:17][C@@H:18]([C:23](F)=[O:24])[C:19]([CH3:22])([CH3:21])[CH3:20])([CH3:14])([CH3:13])[CH3:12]. Product: [C:11]([O:15][C:16](=[O:26])[NH:17][C@@H:18]([C:23](=[O:24])[NH:7][CH2:8][CH2:9][SH:10])[C:19]([CH3:22])([CH3:21])[CH3:20])([CH3:14])([CH3:12])[CH3:13]. The catalyst class is: 232. (3) Reactant: [C:1]([S:5]([C:8]1[CH:9]=[C:10]2[C:15](=[CH:16][CH:17]=1)[N:14]=[CH:13][CH:12]=[C:11]2Cl)(=[O:7])=[O:6])([CH3:4])([CH3:3])[CH3:2].[NH2:19][C:20]1[C:24]([CH3:25])=[C:23]([C:26]([O:28][CH2:29][CH3:30])=[O:27])[NH:22][N:21]=1. Product: [CH3:2][C:1]([S:5]([C:8]1[CH:9]=[C:10]2[C:15](=[CH:16][CH:17]=1)[N:14]=[CH:13][CH:12]=[C:11]2[NH:19][C:20]1[C:24]([CH3:25])=[C:23]([C:26]([O:28][CH2:29][CH3:30])=[O:27])[NH:22][N:21]=1)(=[O:7])=[O:6])([CH3:4])[CH3:3].[CH3:25][C:24]1[CH:20]=[N:21][NH:22][C:23]=1[C:26]([O-:28])=[O:27]. The catalyst class is: 811. (4) Reactant: Br[CH:2]([CH3:15])[C:3]([C:5]1[CH:10]=[CH:9][C:8]([C:11]([F:14])([F:13])[F:12])=[CH:7][CH:6]=1)=O.[NH2:16][C:17]1[N:22]=[CH:21][CH:20]=[CH:19][N:18]=1. Product: [CH3:15][C:2]1[N:16]=[C:17]2[N:22]=[CH:21][CH:20]=[CH:19][N:18]2[C:3]=1[C:5]1[CH:10]=[CH:9][C:8]([C:11]([F:14])([F:13])[F:12])=[CH:7][CH:6]=1. The catalyst class is: 14. (5) Reactant: [C:1]([N:9]=[C:10]=[S:11])(=[O:8])[C:2]1[CH:7]=[CH:6][CH:5]=[CH:4][CH:3]=1.[CH2:12]([NH2:15])[CH:13]=[CH2:14]. Product: [CH2:12]([NH:15][C:10]([NH:9][C:1](=[O:8])[C:2]1[CH:7]=[CH:6][CH:5]=[CH:4][CH:3]=1)=[S:11])[CH:13]=[CH2:14]. The catalyst class is: 48.